Dataset: Full USPTO retrosynthesis dataset with 1.9M reactions from patents (1976-2016). Task: Predict the reactants needed to synthesize the given product. (1) Given the product [C:16]1([CH:14]([NH:13][C:10]2[S:11][C:12]3[C:4]([NH2:1])=[CH:5][CH:6]=[CH:7][C:8]=3[N:9]=2)[CH3:15])[CH:17]=[CH:18][CH:19]=[CH:20][CH:21]=1, predict the reactants needed to synthesize it. The reactants are: [N+:1]([C:4]1[C:12]2[S:11][C:10]([NH:13][CH:14]([C:16]3[CH:21]=[CH:20][CH:19]=[CH:18][CH:17]=3)[CH3:15])=[N:9][C:8]=2[CH:7]=[CH:6][CH:5]=1)([O-])=O.C(=O)(O)[O-].[Na+]. (2) Given the product [Cl:23][C:24]1[C:28]([C:29]([F:31])([F:30])[F:32])=[N:27][N:26]([CH:2]2[CH2:6][CH2:5][N:4]([C:7]3[CH:8]=[N:9][N:10]([C:15]4[CH:20]=[CH:19][C:18]([Cl:21])=[CH:17][CH:16]=4)[C:11]=3[CH:12]([CH3:14])[CH3:13])[C:3]2=[O:22])[C:25]=1[CH3:33], predict the reactants needed to synthesize it. The reactants are: Br[CH:2]1[CH2:6][CH2:5][N:4]([C:7]2[CH:8]=[N:9][N:10]([C:15]3[CH:20]=[CH:19][C:18]([Cl:21])=[CH:17][CH:16]=3)[C:11]=2[CH:12]([CH3:14])[CH3:13])[C:3]1=[O:22].[Cl:23][C:24]1[C:25]([CH3:33])=[N:26][NH:27][C:28]=1[C:29]([F:32])([F:31])[F:30].C([O-])([O-])=O.[K+].[K+]. (3) Given the product [F:15][C:3]1[CH:4]=[C:5]([CH2:8][CH2:9][C:10]([O:12][CH2:13][CH3:14])=[O:11])[CH:6]=[CH:7][C:2]=1[C:23]#[C:22][C:16]1[CH:21]=[CH:20][CH:19]=[CH:18][CH:17]=1, predict the reactants needed to synthesize it. The reactants are: Br[C:2]1[CH:7]=[CH:6][C:5]([CH2:8][CH2:9][C:10]([O:12][CH2:13][CH3:14])=[O:11])=[CH:4][C:3]=1[F:15].[C:16]1([C:22]#[CH:23])[CH:21]=[CH:20][CH:19]=[CH:18][CH:17]=1. (4) Given the product [C:21]([CH2:22][C:4]([C:6]1[CH:20]=[CH:19][C:9]2[N:10]=[C:11]([NH:13][C:14]([NH:16][CH2:17][CH3:18])=[O:15])[S:12][C:8]=2[CH:7]=1)=[O:5])#[N:23], predict the reactants needed to synthesize it. The reactants are: C(O[C:4]([C:6]1[CH:20]=[CH:19][C:9]2[N:10]=[C:11]([NH:13][C:14]([NH:16][CH2:17][CH3:18])=[O:15])[S:12][C:8]=2[CH:7]=1)=[O:5])C.[C:21](#[N:23])[CH3:22].[Li+].C[Si]([N-][Si](C)(C)C)(C)C.C1COCC1. (5) Given the product [F:30][C:31]1[CH:36]=[C:35]([C:2]2[C:3]([N:23]3[CH2:27][CH2:26][C@H:25]([CH2:28][OH:29])[CH2:24]3)=[N:4][CH:5]=[C:6]([C:7]([NH:9][C:10]3[CH:15]=[CH:14][C:13]([O:16][C:17]([F:18])([F:19])[F:20])=[C:12]([F:21])[CH:11]=3)=[O:8])[CH:22]=2)[CH:34]=[N:33][CH:32]=1, predict the reactants needed to synthesize it. The reactants are: Br[C:2]1[C:3]([N:23]2[CH2:27][CH2:26][C@H:25]([CH2:28][OH:29])[CH2:24]2)=[N:4][CH:5]=[C:6]([CH:22]=1)[C:7]([NH:9][C:10]1[CH:15]=[CH:14][C:13]([O:16][C:17]([F:20])([F:19])[F:18])=[C:12]([F:21])[CH:11]=1)=[O:8].[F:30][C:31]1[CH:32]=[N:33][CH:34]=[C:35](B2OC(C)(C)C(C)(C)O2)[CH:36]=1. (6) Given the product [C:57]1([NH:56][C:48]2[CH:49]=[C:50]([CH2:51][OH:52])[CH:53]=[CH:54][CH:55]=2)[CH:62]=[CH:61][CH:60]=[CH:59][CH:58]=1, predict the reactants needed to synthesize it. The reactants are: C1C=CC(P(C2C(C3C(P(C4C=CC=CC=4)C4C=CC=CC=4)=CC=C4C=3C=CC=C4)=C3C(C=CC=C3)=CC=2)C2C=CC=CC=2)=CC=1.Br[C:48]1[CH:49]=[C:50]([CH:53]=[CH:54][CH:55]=1)[CH2:51][OH:52].[NH2:56][C:57]1[CH:62]=[CH:61][CH:60]=[CH:59][CH:58]=1.C(=O)([O-])[O-].[Cs+].[Cs+]. (7) The reactants are: C[O:2][C:3]([C:5]1([CH2:11][CH2:12][NH:13][C:14]2[CH:19]=[CH:18][C:17]([Br:20])=[CH:16][C:15]=2[CH3:21])[CH2:10][CH2:9][O:8][CH2:7][CH2:6]1)=O.CC(C)([O-])C.[K+].O.[Sn]. Given the product [Br:20][C:17]1[CH:18]=[CH:19][C:14]([N:13]2[CH2:12][CH2:11][C:5]3([CH2:10][CH2:9][O:8][CH2:7][CH2:6]3)[C:3]2=[O:2])=[C:15]([CH3:21])[CH:16]=1, predict the reactants needed to synthesize it.